From a dataset of Full USPTO retrosynthesis dataset with 1.9M reactions from patents (1976-2016). Predict the reactants needed to synthesize the given product. (1) Given the product [CH2:3]([O:10][C:12]1[CH:17]=[CH:16][N:15]=[C:14]([CH3:18])[CH:13]=1)[C:4]1[CH:9]=[CH:8][CH:7]=[CH:6][CH:5]=1, predict the reactants needed to synthesize it. The reactants are: [H-].[Na+].[CH2:3]([OH:10])[C:4]1[CH:9]=[CH:8][CH:7]=[CH:6][CH:5]=1.Cl[C:12]1[CH:17]=[CH:16][N:15]=[C:14]([CH3:18])[CH:13]=1. (2) Given the product [CH3:16][O:7][C:6](=[O:8])[C:5]1[CH:9]=[CH:10][C:2]([Br:1])=[CH:3][C:4]=1[F:11], predict the reactants needed to synthesize it. The reactants are: [Br:1][C:2]1[CH:10]=[CH:9][C:5]([C:6]([OH:8])=[O:7])=[C:4]([F:11])[CH:3]=1.S(Cl)(Cl)=O.[CH3:16]O. (3) Given the product [C:9]([S:11][CH:13]([C:14]#[N:15])[C:16]1[CH:21]=[CH:20][CH:19]=[CH:18][CH:17]=1)(=[S:10])[C:1]1[CH:6]=[CH:5][CH:4]=[CH:3][CH:2]=1, predict the reactants needed to synthesize it. The reactants are: [C:1]1([Mg]Br)[CH:6]=[CH:5][CH:4]=[CH:3][CH:2]=1.[C:9](=[S:11])=[S:10].Br[CH:13]([C:16]1[CH:21]=[CH:20][CH:19]=[CH:18][CH:17]=1)[C:14]#[N:15].O. (4) Given the product [Cl:1][C:2]1[CH:7]=[CH:6][CH:5]=[C:4]([S:8][CH2:10][CH2:11][CH2:12][Cl:13])[CH:3]=1, predict the reactants needed to synthesize it. The reactants are: [Cl:1][C:2]1[CH:3]=[C:4]([SH:8])[CH:5]=[CH:6][CH:7]=1.Br[CH2:10][CH2:11][CH2:12][Cl:13].